From a dataset of Experimentally validated miRNA-target interactions with 360,000+ pairs, plus equal number of negative samples. Binary Classification. Given a miRNA mature sequence and a target amino acid sequence, predict their likelihood of interaction. (1) Result: 0 (no interaction). The protein sequence of the target gene is MAGRVKWVTDIEKSVLINNFEKRGWIQVTENEDWNFYWMSVQTIRNVFSVETGYRLSDDQIVNHFPNHYELTRKDLMVKNIKRYRKELEKEGSPLAEKDENGKYLYLDFVPVTYMLPADYNLFVEEFRKSPSSTWIMKPCGKAQGKGIFLINKLSQIKKWSRDSKTSSFVSQSTKEAYVISVYINNPLLIGGRKFDLRLYVLVSTYRPLRCYMYKLGFCRFCTVKYTPSTSELDNMFVHLTNVAIQKHGEDYNHIHGGKWTVNNLRLYLESTRGREVTSKLFDEIHWIIVQSLKAVAPVM.... The miRNA is hsa-miR-1251-5p with sequence ACUCUAGCUGCCAAAGGCGCU. (2) The miRNA is hsa-miR-532-3p with sequence CCUCCCACACCCAAGGCUUGCA. The protein sequence of the target gene is MDSQRPEPREEEEEEQELRWMELDSEEALGTRTEGPSVVQGWGHLLQAVWRGPAGLVTQLLRQGASVEERDHAGRTPLHLAVLRGHAPLVRLLLQRGAPVGAVDRAGRTALHEAAWHGHSRVAELLLQRGASAAARSGTGLTPLHWAAALGHTLLAARLLEAPGPGPAAAEAEDARGWTAAHWAAAGGRLAVLELLAAGGAGLDGALLVAAAAGRGAALRFLLARGARVDARDGAGATALGLAAALGRSQDIEVLLGHGADPGIRDRHGRSALHRAAARGHLLAVQLLVTQGAEVDARDT.... Result: 1 (interaction). (3) The miRNA is hsa-miR-3173-3p with sequence AAAGGAGGAAAUAGGCAGGCCA. The protein sequence of the target gene is MKGFLLLSLSLLLVTVGSSSQASSTTSSSGGTSPPTTVQSQSPGSSSQASTTTSSSGGASPPTTVQSQSPGSSSQASTTTSSSGGASPPTTVQSQSPGSSSQASTTTSSSGGASPPTTVQSQSPGSSSQASTTTSSSGGASPPTTVQSQSPGSSSQASTTTSSSGGASPPTTVQSQSPGSSSQVSTTTSSSGGASPPTTVQSQSPGSSSQPGPTQPSGGASSSTVPSGGSTGPSDLCNPNPCKGTASCVKLHSKHFCLCLEGYYYNSSLSSCVKGTTFPGDISMSVSETANLEDENSVGY.... Result: 0 (no interaction). (4) The miRNA is hsa-miR-4666a-3p with sequence CAUACAAUCUGACAUGUAUUU. The protein sequence of the target gene is MGPLSAPPCTQRITWKGVLLTASLLNFWNPPTTAQVTIEAQPPKVSEGKDVLLLVHNLPQNLAGYIWYKGQMTYLYHYITSYVVDGQRIIYGPAYSGRERVYSNASLLIQNVTQEDAGSYTLHIIKRRDGTGGVTGHFTFTLHLETPKPSISSSNLNPREAMEAVILTCDPATPAASYQWWMNGQSLPMTHRLQLSKTNRTLFIFGVTKYIAGPYECEIRNPVSASRSDPVTLNLLPKLSKPYITINNLNPRENKDVLTFTCEPKSKNYTYIWWLNGQSLPVSPRVKRPIENRILILPNV.... Result: 0 (no interaction). (5) The miRNA is hsa-miR-659-5p with sequence AGGACCUUCCCUGAACCAAGGA. Result: 0 (no interaction). The protein sequence of the target gene is MEDTGIQRGIWDGDAKAVQQCLTDIFTSVYTTCDIPENAIFGPCVLSHTSLYDSIAFIALKSTDKRTVPYIFRVDTSAANGSSEGLMWLRLVQSARDKEEQNLEAYIKNGQLFYRSLRRIAKDEELLVWYGKELTELLLLCPSRSHNKMNGSSPYTCLECSQRFQFEFPYVAHLRFRCPKRLHSADISPQDEQGGGVGTKDHGGGGGGGKDQQQQQQEAPLGPGPKFCKAGPLHHYPSPSPESSNPSAAAGGSSAKPSTDFHNLARELENSRGGSSCSPAQSLSSGSGSGGGGGHQEAEL.... (6) The miRNA is hsa-miR-630 with sequence AGUAUUCUGUACCAGGGAAGGU. The protein sequence of the target gene is MHSEAEESKEVATDVFNSKNLAVQAQKKILGKMVSKSIATTLIDDTSSEVLDELYRVTREYTQNKKEAEKIIKNLIKTVIKLAILYRNNQFNQDELALMEKFKKKVHQLAMTVVSFHQVDYTFDRNVLSRLLNECREMLHQIIQRHLTAKSHGRVNNVFDHFSDCEFLAALYNPFGNFKPHLQKLCDGINKMLDEENI. Result: 1 (interaction).